From a dataset of NCI-60 drug combinations with 297,098 pairs across 59 cell lines. Regression. Given two drug SMILES strings and cell line genomic features, predict the synergy score measuring deviation from expected non-interaction effect. (1) Drug 1: C(=O)(N)NO. Drug 2: CCCCC(=O)OCC(=O)C1(CC(C2=C(C1)C(=C3C(=C2O)C(=O)C4=C(C3=O)C=CC=C4OC)O)OC5CC(C(C(O5)C)O)NC(=O)C(F)(F)F)O. Cell line: SW-620. Synergy scores: CSS=44.1, Synergy_ZIP=9.62, Synergy_Bliss=9.16, Synergy_Loewe=-10.4, Synergy_HSA=8.17. (2) Drug 1: CCN(CC)CCNC(=O)C1=C(NC(=C1C)C=C2C3=C(C=CC(=C3)F)NC2=O)C. Drug 2: CCCCC(=O)OCC(=O)C1(CC(C2=C(C1)C(=C3C(=C2O)C(=O)C4=C(C3=O)C=CC=C4OC)O)OC5CC(C(C(O5)C)O)NC(=O)C(F)(F)F)O. Cell line: HCT-15. Synergy scores: CSS=67.6, Synergy_ZIP=6.97, Synergy_Bliss=7.62, Synergy_Loewe=7.41, Synergy_HSA=9.66.